Dataset: Catalyst prediction with 721,799 reactions and 888 catalyst types from USPTO. Task: Predict which catalyst facilitates the given reaction. (1) Reactant: [Cl:1][C:2]1[CH:7]=[CH:6][C:5]([OH:8])=[C:4]([NH2:9])[CH:3]=1.C([O-])([O-])=O.[Cs+].[Cs+].[CH2:16]([O:18][C:19](=[O:28])[C:20](Br)([CH3:26])[C:21](OCC)=[O:22])[CH3:17]. Product: [CH2:16]([O:18][C:19]([C:20]1([CH3:26])[C:21](=[O:22])[NH:9][C:4]2[CH:3]=[C:2]([Cl:1])[CH:7]=[CH:6][C:5]=2[O:8]1)=[O:28])[CH3:17]. The catalyst class is: 18. (2) Reactant: Br[C:2]1[N:7]=[C:6]2[N:8]([CH3:22])[C:9]3[CH2:14][CH2:13][N:12]([C:15]([O:17][C:18]([CH3:21])([CH3:20])[CH3:19])=[O:16])[CH2:11][C:10]=3[C:5]2=[CH:4][CH:3]=1.[F:23][C:24]([F:39])([F:38])[C:25]1[N:30]=[CH:29][C:28]([C:31]2[CH:36]=[CH:35][NH:34][C:33](=[O:37])[CH:32]=2)=[CH:27][CH:26]=1.C([O-])([O-])=O.[Cs+].[Cs+].OC1C=CC=C2C=1N=CC=C2. Product: [CH3:22][N:8]1[C:6]2=[N:7][C:2]([N:34]3[CH:35]=[CH:36][C:31]([C:28]4[CH:29]=[N:30][C:25]([C:24]([F:23])([F:38])[F:39])=[CH:26][CH:27]=4)=[CH:32][C:33]3=[O:37])=[CH:3][CH:4]=[C:5]2[C:10]2[CH2:11][N:12]([C:15]([O:17][C:18]([CH3:21])([CH3:20])[CH3:19])=[O:16])[CH2:13][CH2:14][C:9]1=2. The catalyst class is: 846. (3) Reactant: [F:1][C:2]([F:18])([F:17])[CH:3]([C:5]1[CH:14]=[CH:13][C:12]2[C:7](=[CH:8][CH:9]=[C:10]([O:15][CH3:16])[CH:11]=2)[CH:6]=1)[OH:4].[CH3:19][S:20](Cl)(=[O:22])=[O:21]. Product: [CH3:19][S:20]([O:4][CH:3]([C:5]1[CH:14]=[CH:13][C:12]2[C:7](=[CH:8][CH:9]=[C:10]([O:15][CH3:16])[CH:11]=2)[CH:6]=1)[C:2]([F:17])([F:18])[F:1])(=[O:22])=[O:21]. The catalyst class is: 2. (4) Reactant: [CH3:1][O:2][C:3]1[CH:4]=[C:5]2[C:10](=[CH:11][C:12]=1[O:13][CH3:14])[C:9]([CH2:15][CH2:16][CH3:17])=[N:8][C:7]([OH:18])=[CH:6]2.[Li+].[OH-].[ClH:21].[Cl:22][CH2:23][C:24]1[C:25]([NH:37][CH3:38])=[N:26][C:27]2[CH:28]=[C:29]3[O:36][CH2:35][O:34][C:30]3=[CH:31][C:32]=2[CH:33]=1. Product: [ClH:22].[ClH:21].[CH3:1][O:2][C:3]1[CH:4]=[C:5]2[C:10](=[CH:11][C:12]=1[O:13][CH3:14])[C:9]([CH2:15][CH2:16][CH3:17])=[N:8][C:7]([OH:18])=[C:6]2[CH2:23][C:24]1[C:25]([NH:37][CH3:38])=[N:26][C:27]2[CH:28]=[C:29]3[O:36][CH2:35][O:34][C:30]3=[CH:31][C:32]=2[CH:33]=1. The catalyst class is: 308. (5) Reactant: F[C:2](F)(F)[CH2:3][OH:4].[N+:7]([CH2:10][CH:11]1[CH2:15][CH:14]([CH2:16][CH:17]=C)[C:13](=O)[CH2:12]1)([O-:9])=[O:8].[C:20]([O-:23])(=O)[CH3:21].[NH4+:24].[C:25]([N+:29]#[C-])([CH3:28])([CH3:27])[CH3:26]. Product: [C:25]([NH:29][C:3]([C:2]1([NH:24][C:20]([CH3:21])=[O:23])[CH:13]([CH2:14][CH:16]=[CH2:17])[CH2:12][CH:11]([CH2:10][N+:7]([O-:9])=[O:8])[CH2:15]1)=[O:4])([CH3:28])([CH3:27])[CH3:26]. The catalyst class is: 2. (6) Reactant: Cl[C:2]1[C:3]2[N:10]([CH3:11])[C:9]([Cl:12])=[CH:8][C:4]=2[N:5]=[CH:6][N:7]=1.[NH2:13][C:14]1[CH:32]=[CH:31][C:17]([O:18][C:19]2[CH:20]=[C:21]([NH:25][C:26]([CH:28]3[CH2:30][CH2:29]3)=[O:27])[CH:22]=[CH:23][CH:24]=2)=[C:16]([Cl:33])[CH:15]=1. Product: [Cl:33][C:16]1[CH:15]=[C:14]([NH:13][C:2]2[C:3]3[N:10]([CH3:11])[C:9]([Cl:12])=[CH:8][C:4]=3[N:5]=[CH:6][N:7]=2)[CH:32]=[CH:31][C:17]=1[O:18][C:19]1[CH:20]=[C:21]([NH:25][C:26]([CH:28]2[CH2:30][CH2:29]2)=[O:27])[CH:22]=[CH:23][CH:24]=1. The catalyst class is: 32. (7) Reactant: [Br:1][C:2]1[C:3]([CH3:9])=[C:4]([NH2:8])[CH:5]=[N:6][CH:7]=1.O1CCCC1.C[Mg]Br.[O:18]1[CH2:23][CH2:22][CH:21]([C:24](OC)=[O:25])[CH2:20][CH2:19]1. Product: [Br:1][C:2]1[C:3]([CH3:9])=[C:4]([NH:8][C:24]([CH:21]2[CH2:22][CH2:23][O:18][CH2:19][CH2:20]2)=[O:25])[CH:5]=[N:6][CH:7]=1. The catalyst class is: 451. (8) Reactant: [CH3:1][C:2]1[C:7]([NH:8][CH:9]2[CH2:14][CH2:13][O:12][CH2:11][CH2:10]2)=[CH:6][N:5]=[CH:4][C:3]=1[C:15]([O:17][CH3:18])=[O:16].[CH:19](=O)[CH3:20].FC(F)(F)C(O)=O.C(O[BH-](OC(=O)C)OC(=O)C)(=O)C.[Na+].C([O-])(O)=O.[Na+]. Product: [CH2:19]([N:8]([CH:9]1[CH2:10][CH2:11][O:12][CH2:13][CH2:14]1)[C:7]1[C:2]([CH3:1])=[C:3]([C:15]([O:17][CH3:18])=[O:16])[CH:4]=[N:5][CH:6]=1)[CH3:20]. The catalyst class is: 325. (9) Reactant: [O-]CC.[K+].[C:5]([O:14][CH2:15][CH3:16])(=[O:13])[CH2:6][CH2:7][C:8]([O:10][CH2:11][CH3:12])=[O:9].[CH3:17][C:18]([CH3:20])=O.C(Br)C. Product: [C:18](=[C:6]([CH2:7][C:8]([O:10][CH2:11][CH3:12])=[O:9])[C:5]([O:14][CH2:15][CH3:16])=[O:13])([CH3:20])[CH3:17]. The catalyst class is: 9.